Dataset: Full USPTO retrosynthesis dataset with 1.9M reactions from patents (1976-2016). Task: Predict the reactants needed to synthesize the given product. (1) Given the product [Cl:7][C:8]1[N:13]=[C:12]([NH:14][C@@H:15]([C:26]([CH3:29])([CH3:28])[CH3:27])[CH2:16][S:17]([CH2:18][C:19]([O:21][C:22]([CH3:23])([CH3:24])[CH3:25])=[O:20])(=[O:1])=[O:31])[C:11]([F:30])=[CH:10][N:9]=1, predict the reactants needed to synthesize it. The reactants are: [OH:1]OS([O-])=O.[K+].[Cl:7][C:8]1[N:13]=[C:12]([NH:14][C@@H:15]([C:26]([CH3:29])([CH3:28])[CH3:27])[CH2:16][S:17][CH2:18][C:19]([O:21][C:22]([CH3:25])([CH3:24])[CH3:23])=[O:20])[C:11]([F:30])=[CH:10][N:9]=1.[OH2:31]. (2) Given the product [CH3:12][O:13][C:24]1[CH:25]=[CH:26][CH:27]=[CH:28][C:23]=1/[C:33](=[N:5]/[C:4]1[CH:6]=[CH:7][CH:8]=[CH:9][C:3]=1[C:2]([F:10])([F:11])[F:1])/[CH3:34], predict the reactants needed to synthesize it. The reactants are: [F:1][C:2]([F:11])([F:10])[C:3]1[CH:9]=[CH:8][CH:7]=[CH:6][C:4]=1[NH2:5].[CH3:12][O:13]CC(C1C=CC=CC=1)=O.[C:23]1([CH3:33])[CH:28]=[CH:27][C:26](S(O)(=O)=O)=[CH:25][CH:24]=1.[C:34]1(C)C=CC=CC=1. (3) Given the product [C:1]([Si:5]([CH3:17])([CH3:16])[N:6]1[C:10]2=[N:11][CH:12]=[CH:13][CH:14]=[C:9]2[C:8]([CH:37]([C:36]2[CH:39]=[CH:40][C:33]([O:32][CH:30]([C:27]3[CH:28]=[CH:29][C:24]([Cl:23])=[CH:25][CH:26]=3)[CH3:31])=[C:34]([O:41][CH3:42])[CH:35]=2)[OH:38])=[CH:7]1)([CH3:4])([CH3:3])[CH3:2], predict the reactants needed to synthesize it. The reactants are: [C:1]([Si:5]([CH3:17])([CH3:16])[N:6]1[C:10]2=[N:11][CH:12]=[CH:13][CH:14]=[C:9]2[C:8](I)=[CH:7]1)([CH3:4])([CH3:3])[CH3:2].C([Mg]Cl)(C)C.[Cl:23][C:24]1[CH:29]=[CH:28][C:27]([CH:30]([O:32][C:33]2[CH:40]=[CH:39][C:36]([CH:37]=[O:38])=[CH:35][C:34]=2[O:41][CH3:42])[CH3:31])=[CH:26][CH:25]=1. (4) Given the product [CH2:68]([NH:69][C:45]([C@@H:43]1[CH2:44][C@H:42]1[C:20]1[C:17]2[CH:18]=[N:19][C:14]([NH:13][C:12]([NH:11][C@@H:4]([C:5]3[CH:6]=[CH:7][CH:8]=[CH:9][CH:10]=3)[CH2:3][O:2][CH3:1])=[O:48])=[CH:15][C:16]=2[NH:22][N:21]=1)=[O:46])[CH3:67], predict the reactants needed to synthesize it. The reactants are: [CH3:1][O:2][CH2:3][C@@H:4]([NH:11][C:12](=[O:48])[NH:13][C:14]1[N:19]=[CH:18][C:17]2[C:20]([C@@H:42]3[CH2:44][C@H:43]3[C:45](O)=[O:46])=[N:21][N:22](C(C3C=CC=CC=3)(C3C=CC=CC=3)C3C=CC=CC=3)[C:16]=2[CH:15]=1)[C:5]1[CH:10]=[CH:9][CH:8]=[CH:7][CH:6]=1.CCCP1(OP(CCC)(=O)OP(CCC)(=O)O1)=O.[CH3:67][CH2:68][N:69](C(C)C)C(C)C.C(N)C.C(O)(C(F)(F)F)=O.C([SiH](CC)CC)C. (5) Given the product [S:1]1[C:5]2[CH:6]=[CH:7][CH:8]=[CH:9][C:4]=2[N:3]=[C:2]1[N:10]([CH2:11][C:12]([N:14]1[C:23]2[C:18](=[CH:19][CH:20]=[CH:21][CH:22]=2)[CH2:17][CH2:16][CH2:15]1)=[O:13])[C:25]#[N:24], predict the reactants needed to synthesize it. The reactants are: [S:1]1[C:5]2[CH:6]=[CH:7][CH:8]=[CH:9][C:4]=2[N:3]=[C:2]1[NH:10][CH2:11][C:12]([N:14]1[C:23]2[C:18](=[CH:19][CH:20]=[CH:21][CH:22]=2)[CH2:17][CH2:16][CH2:15]1)=[O:13].[N:24]#[C:25]Br.C([O-])([O-])=O.[K+].[K+]. (6) Given the product [CH:19]1([N:23]2[CH2:24][CH2:25][CH:26]([O:29][C:2]3[CH:11]=[CH:10][C:9]4[CH2:8][N:7]([C:12]([O:14][C:15]([CH3:18])([CH3:17])[CH3:16])=[O:13])[CH2:6][CH2:5][C:4]=4[N:3]=3)[CH2:27][CH2:28]2)[CH2:22][CH2:21][CH2:20]1, predict the reactants needed to synthesize it. The reactants are: Cl[C:2]1[CH:11]=[CH:10][C:9]2[CH2:8][N:7]([C:12]([O:14][C:15]([CH3:18])([CH3:17])[CH3:16])=[O:13])[CH2:6][CH2:5][C:4]=2[N:3]=1.[CH:19]1([N:23]2[CH2:28][CH2:27][CH:26]([OH:29])[CH2:25][CH2:24]2)[CH2:22][CH2:21][CH2:20]1.CC(C)([O-])C.[K+]. (7) Given the product [CH3:20][N:1]1[C:9]2[C:4](=[CH:5][CH:6]=[CH:7][CH:8]=2)[C:3]([C:10]([OH:12])=[O:11])=[C:2]1[C:14]([OH:16])=[O:15], predict the reactants needed to synthesize it. The reactants are: [NH:1]1[C:9]2[C:4](=[CH:5][CH:6]=[CH:7][CH:8]=2)[C:3]([C:10]([O:12]C)=[O:11])=[C:2]1[C:14]([O:16]C)=[O:15].[H-].[Na+].[CH3:20]I.[OH-].[K+]. (8) Given the product [OH:8][C:9]1[CH:10]=[CH:11][C:12]([NH:15][C:16](=[O:21])[CH2:17][C:18]([NH2:20])=[O:19])=[CH:13][CH:14]=1, predict the reactants needed to synthesize it. The reactants are: C([O:8][C:9]1[CH:14]=[CH:13][C:12]([NH:15][C:16](=[O:21])[CH2:17][C:18]([NH2:20])=[O:19])=[CH:11][CH:10]=1)C1C=CC=CC=1.